Dataset: Reaction yield outcomes from USPTO patents with 853,638 reactions. Task: Predict the reaction yield, written as a fraction of the theoretical maximum amount of product (1.0 means a 100% yield; for example, 0.34 means a 34% yield). (1) The reactants are C(N(CC)C(C)C)(C)C.[CH:10]1([CH2:13][N:14]2[C:26]3[CH2:25][CH2:24][CH:23]([CH:27]4[CH2:32][CH2:31][O:30][CH2:29][CH2:28]4)[CH2:22][C:21]=3[C:20]3[C:15]2=[CH:16][CH:17]=[C:18]([C:33]([OH:35])=O)[CH:19]=3)[CH2:12][CH2:11]1.[CH2:36]([NH:38][C:39](=[O:44])[CH2:40][NH:41][CH2:42][CH3:43])[CH3:37].CN(C(ON1N=NC2C=CC=NC1=2)=[N+](C)C)C.F[P-](F)(F)(F)(F)F. The catalyst is CN(C=O)C.O. The product is [CH:10]1([CH2:13][N:14]2[C:26]3[CH2:25][CH2:24][CH:23]([CH:27]4[CH2:32][CH2:31][O:30][CH2:29][CH2:28]4)[CH2:22][C:21]=3[C:20]3[C:15]2=[CH:16][CH:17]=[C:18]([C:33]([N:41]([CH2:42][CH3:43])[CH2:40][C:39]([NH:38][CH2:36][CH3:37])=[O:44])=[O:35])[CH:19]=3)[CH2:11][CH2:12]1. The yield is 0.790. (2) The reactants are COC1C=CC([CH2:7][N:8](C)[C:9]2[CH:18]=[C:17]3[C:12]([CH:13]=[C:14]([C:21]4[CH:26]=[C:25]([NH2:27])[C:24]([F:28])=[CH:23][C:22]=4[F:29])[C:15](=[O:20])[N:16]3[CH3:19])=[CH:11][N:10]=2)=CC=1.C(O)(C(F)(F)F)=O.O. The catalyst is C(Cl)Cl. The product is [NH2:27][C:25]1[C:24]([F:28])=[CH:23][C:22]([F:29])=[C:21]([C:14]2[C:15](=[O:20])[N:16]([CH3:19])[C:17]3[C:12]([CH:13]=2)=[CH:11][N:10]=[C:9]([NH:8][CH3:7])[CH:18]=3)[CH:26]=1. The yield is 0.300.